From a dataset of Full USPTO retrosynthesis dataset with 1.9M reactions from patents (1976-2016). Predict the reactants needed to synthesize the given product. (1) Given the product [C:1]1([CH3:29])[CH:6]=[CH:5][C:4]([C:7]2[NH:11][C:10]([CH:12]3[CH2:17][CH2:16][NH:15][CH2:14][CH2:13]3)=[N:9][C:8]=2[C:25]([F:26])([F:27])[F:28])=[CH:3][CH:2]=1, predict the reactants needed to synthesize it. The reactants are: [C:1]1([CH3:29])[CH:6]=[CH:5][C:4]([C:7]2[NH:11][C:10]([CH:12]3[CH2:17][CH2:16][N:15](C(OC(C)(C)C)=O)[CH2:14][CH2:13]3)=[N:9][C:8]=2[C:25]([F:28])([F:27])[F:26])=[CH:3][CH:2]=1.ClCCl.FC(F)(F)C(O)=O. (2) Given the product [Cl:20][C:16]1[C:15]([F:21])=[C:14]([C:10]2([OH:13])[CH2:11][CH2:12][N:8]([CH3:1])[CH2:9]2)[CH:19]=[CH:18][CH:17]=1, predict the reactants needed to synthesize it. The reactants are: [CH2:1]([N:8]1[CH2:12][CH2:11][C:10]([C:14]2[CH:19]=[CH:18][CH:17]=[C:16]([Cl:20])[C:15]=2[F:21])([OH:13])[CH2:9]1)C1C=CC=CC=1.IC.N1CCOCC1. (3) Given the product [C:1]([C:3]1[CH:8]=[CH:7][CH:6]=[CH:5][C:4]=1[S:9]([N:12]([CH3:37])[CH2:13][C@H:14]([F:38])[CH2:15][NH:16][C:17]([C@@H:19]([NH:24][C:25]([C:27]1[S:28][C:29]2[CH:35]=[CH:34][CH:33]=[CH:32][C:30]=2[CH:31]=1)=[O:26])[CH2:20][CH:21]([CH3:23])[CH3:22])=[O:18])(=[O:11])=[O:10])#[N:2], predict the reactants needed to synthesize it. The reactants are: [C:1]([C:3]1[CH:8]=[CH:7][CH:6]=[CH:5][C:4]=1[S:9]([N:12]([CH3:37])[CH2:13][C@@H:14](O)[CH2:15][NH:16][C:17]([C@@H:19]([NH:24][C:25]([C:27]1[S:28][C:29]2[CH:35]=[CH:34][CH:33]=[CH:32][C:30]=2[CH:31]=1)=[O:26])[CH2:20][CH:21]([CH3:23])[CH3:22])=[O:18])(=[O:11])=[O:10])#[N:2].[FH:38].F.F.C(N(CC)CC)C.C(N(CC)CC)C. (4) Given the product [ClH:37].[ClH:38].[NH2:29][CH2:28][CH2:27][N:26]1[C:19]2[C:18]([NH:17][C:14]3[CH:15]=[CH:16][C:11]([O:10][C:9]4[C:4]5[CH:3]=[N:2][S:1][C:5]=5[CH:6]=[CH:7][CH:8]=4)=[C:12]([Cl:37])[CH:13]=3)=[N:23][CH:22]=[N:21][C:20]=2[CH:24]=[CH:25]1, predict the reactants needed to synthesize it. The reactants are: [S:1]1[C:5]2[CH:6]=[CH:7][CH:8]=[C:9]([O:10][C:11]3[CH:16]=[CH:15][C:14]([NH:17][C:18]4[C:19]5[N:26]([CH2:27][CH2:28][NH:29]C(=O)OC(C)(C)C)[CH:25]=[CH:24][C:20]=5[N:21]=[CH:22][N:23]=4)=[CH:13][C:12]=3[Cl:37])[C:4]=2[CH:3]=[N:2]1.[ClH:38]. (5) Given the product [Br:1][C:2]1[CH:3]=[N:4][CH:5]=[C:6]([NH:13][C:16]([O:39][C:35]([CH3:38])([CH3:37])[CH3:36])=[O:25])[CH:10]=1, predict the reactants needed to synthesize it. The reactants are: [Br:1][C:2]1[CH:3]=[N:4][CH:5]=[C:6]([CH:10]=1)C(O)=O.C([N:13]([CH2:16]C)CC)C.C1(P(N=[N+]=[N-])(C2C=CC=CC=2)=[O:25])C=CC=CC=1.[C:35]([OH:39])([CH3:38])([CH3:37])[CH3:36]. (6) The reactants are: [OH:1][C:2]1[C:15]([CH2:16][CH:17]=[CH2:18])=[C:14]([OH:19])[CH:13]=[CH:12][C:3]=1[C:4]([C:6]1[CH:11]=[CH:10][CH:9]=[CH:8][CH:7]=1)=[O:5]. Given the product [OH:1][C:2]1[C:15]([CH2:16][CH2:17][CH3:18])=[C:14]([OH:19])[CH:13]=[CH:12][C:3]=1[C:4]([C:6]1[CH:11]=[CH:10][CH:9]=[CH:8][CH:7]=1)=[O:5], predict the reactants needed to synthesize it. (7) Given the product [C:31]([C:4]1[CH:9]=[CH:8][C:7]([C:10]([NH:13][S:14]([C:17]2[C:18]3[C:19]4[C:23](=[CH:24][CH:25]=2)[NH:22][C:21](=[O:26])[C:20]=4[CH:27]=[CH:28][CH:29]=3)(=[O:16])=[O:15])([OH:45])[CH3:11])=[CH:6][CH:5]=1)#[N:30], predict the reactants needed to synthesize it. The reactants are: [N+]([C:4]1[CH:9]=[CH:8][C:7]([C:10]([NH:13][S:14]([C:17]2[C:18]3[C:19]4[C:23](=[CH:24][CH:25]=2)[NH:22][C:21](=[O:26])[C:20]=4[CH:27]=[CH:28][CH:29]=3)(=[O:16])=[O:15])(F)[CH3:11])=[CH:6][CH:5]=1)([O-])=O.[NH:30]1C2C3C(=CC=CC=3[C:31]1=O)C=CC=2.ClS(O)(=O)=[O:45]. (8) Given the product [S:17](=[O:19])(=[O:18])([OH:21])[OH:20].[C:5](=[O:6])([O-:10])[O-:9].[K+:15].[C:5]1(=[O:10])[O:9][CH2:8][CH2:7][O:6]1.[NH2:1][C:2]([NH2:4])=[O:3].[K+:15], predict the reactants needed to synthesize it. The reactants are: [NH2:1][C:2]([NH2:4])=[O:3].[C:5]1(=[O:10])[O:9][CH2:8][CH2:7][O:6]1.C(=O)([O-])[O-].[K+:15].[K+].[S:17](=[O:21])(=[O:20])([OH:19])[OH:18]. (9) Given the product [CH2:8]([NH:12][C:13]1[N:21]=[C:20]2[C:16]([N:17]=[C:18]([O:22][CH3:23])[N:19]2[CH2:32][CH2:33][CH2:34][Cl:35])=[C:15]([NH2:24])[N:14]=1)[CH2:9][CH2:10][CH3:11], predict the reactants needed to synthesize it. The reactants are: FC(F)(F)C(O)=O.[CH2:8]([NH:12][C:13]1[N:21]=[C:20]2[C:16]([N:17]=[C:18]([O:22][CH3:23])[NH:19]2)=[C:15]([NH2:24])[N:14]=1)[CH2:9][CH2:10][CH3:11].C(=O)([O-])[O-].[K+].[K+].Br[CH2:32][CH2:33][CH2:34][Cl:35]. (10) Given the product [C:27]([O:39][C:37](=[O:38])[NH:51][CH2:7][C:6]1[CH:5]=[C:4]([C:9]2[CH2:13][C:12]([C:18]3[CH:23]=[C:22]([Cl:24])[C:21]([Cl:25])=[C:20]([Cl:26])[CH:19]=3)([C:14]([F:15])([F:16])[F:17])[O:11][N:10]=2)[O:3][C:2]=1[CH3:1])([CH3:30])([CH3:29])[CH3:28], predict the reactants needed to synthesize it. The reactants are: [CH3:1][C:2]1[O:3][C:4]([C:9]2[CH2:13][C:12]([C:18]3[CH:23]=[C:22]([Cl:24])[C:21]([Cl:25])=[C:20]([Cl:26])[CH:19]=3)([C:14]([F:17])([F:16])[F:15])[O:11][N:10]=2)=[CH:5][C:6]=1[CH:7]=O.[C:27](NC(=O)[O-])([CH3:30])([CH3:29])[CH3:28].FC(F)(F)[C:37]([OH:39])=[O:38].C([SiH](CC)CC)C.C(#[N:51])C.